From a dataset of Merck oncology drug combination screen with 23,052 pairs across 39 cell lines. Regression. Given two drug SMILES strings and cell line genomic features, predict the synergy score measuring deviation from expected non-interaction effect. (1) Drug 1: NC(=O)c1cccc2cn(-c3ccc(C4CCCNC4)cc3)nc12. Drug 2: Cc1nc(Nc2ncc(C(=O)Nc3c(C)cccc3Cl)s2)cc(N2CCN(CCO)CC2)n1. Cell line: ES2. Synergy scores: synergy=-4.52. (2) Drug 1: CN(C)C(=N)N=C(N)N. Drug 2: Cc1nc(Nc2ncc(C(=O)Nc3c(C)cccc3Cl)s2)cc(N2CCN(CCO)CC2)n1. Cell line: PA1. Synergy scores: synergy=6.67. (3) Drug 1: CCC1=CC2CN(C1)Cc1c([nH]c3ccccc13)C(C(=O)OC)(c1cc3c(cc1OC)N(C)C1C(O)(C(=O)OC)C(OC(C)=O)C4(CC)C=CCN5CCC31C54)C2. Drug 2: CNC(=O)c1cc(Oc2ccc(NC(=O)Nc3ccc(Cl)c(C(F)(F)F)c3)cc2)ccn1. Cell line: OCUBM. Synergy scores: synergy=-9.80. (4) Drug 1: COC1CC2CCC(C)C(O)(O2)C(=O)C(=O)N2CCCCC2C(=O)OC(C(C)CC2CCC(OP(C)(C)=O)C(OC)C2)CC(=O)C(C)C=C(C)C(O)C(OC)C(=O)C(C)CC(C)C=CC=CC=C1C. Drug 2: CNC(=O)c1cc(Oc2ccc(NC(=O)Nc3ccc(Cl)c(C(F)(F)F)c3)cc2)ccn1. Cell line: A2780. Synergy scores: synergy=11.5. (5) Synergy scores: synergy=28.2. Drug 1: CS(=O)(=O)CCNCc1ccc(-c2ccc3ncnc(Nc4ccc(OCc5cccc(F)c5)c(Cl)c4)c3c2)o1. Cell line: DLD1. Drug 2: CNC(=O)c1cc(Oc2ccc(NC(=O)Nc3ccc(Cl)c(C(F)(F)F)c3)cc2)ccn1. (6) Drug 1: O=c1[nH]cc(F)c(=O)[nH]1. Drug 2: Cn1cc(-c2cnn3c(N)c(Br)c(C4CCCNC4)nc23)cn1. Cell line: SW837. Synergy scores: synergy=-20.5. (7) Drug 2: COC1CC2CCC(C)C(O)(O2)C(=O)C(=O)N2CCCCC2C(=O)OC(C(C)CC2CCC(OP(C)(C)=O)C(OC)C2)CC(=O)C(C)C=C(C)C(O)C(OC)C(=O)C(C)CC(C)C=CC=CC=C1C. Cell line: SKMEL30. Synergy scores: synergy=21.2. Drug 1: COc1cccc2c1C(=O)c1c(O)c3c(c(O)c1C2=O)CC(O)(C(=O)CO)CC3OC1CC(N)C(O)C(C)O1.